This data is from Full USPTO retrosynthesis dataset with 1.9M reactions from patents (1976-2016). The task is: Predict the reactants needed to synthesize the given product. (1) Given the product [CH2:30]([O:29][C:27]([N:13]1[CH:12]([C:14]([OH:16])=[O:15])[CH2:11][S:10][C@@H:9]1[C:6]1[CH:5]=[CH:4][C:3]([C:1]#[N:2])=[CH:8][CH:7]=1)=[O:28])[C:31]1[CH:36]=[CH:35][CH:34]=[CH:33][CH:32]=1, predict the reactants needed to synthesize it. The reactants are: [C:1]([C:3]1[CH:8]=[CH:7][C:6]([C@@H:9]2[NH:13][CH:12]([C:14]([OH:16])=[O:15])[CH2:11][S:10]2)=[CH:5][CH:4]=1)#[N:2].CCN(C(C)C)C(C)C.Cl[C:27]([O:29][CH2:30][C:31]1[CH:36]=[CH:35][CH:34]=[CH:33][CH:32]=1)=[O:28]. (2) Given the product [O:1]=[C:2]1[CH2:3][CH:4]([NH:11][C:15](=[O:25])[O:42][CH2:35][C:36]2[CH:41]=[CH:40][CH:39]=[CH:38][CH:37]=2)[CH2:5]1, predict the reactants needed to synthesize it. The reactants are: [O:1]=[C:2]1[CH2:5][CH:4](C(O)=O)[CH2:3]1.CC[N:11]([CH:15](C)C)C(C)C.C1C=CC(P(N=[N+]=[N-])(C2C=CC=CC=2)=[O:25])=CC=1.[CH2:35]([OH:42])[C:36]1[CH:41]=[CH:40][CH:39]=[CH:38][CH:37]=1. (3) Given the product [CH3:1][O:2][C:3](=[O:24])[NH:4][C:5]1[N:6]=[C:7]2[CH:12]=[C:11]([C:13]3[CH:18]=[CH:17][CH:16]=[C:15]([C:19](=[O:22])[NH:20][CH3:21])[CH:14]=3)[CH:10]=[N:9][N:8]2[C:23]=1[Br:32], predict the reactants needed to synthesize it. The reactants are: [CH3:1][O:2][C:3](=[O:24])[NH:4][C:5]1[N:6]=[C:7]2[CH:12]=[C:11]([C:13]3[CH:18]=[CH:17][CH:16]=[C:15]([C:19](=[O:22])[NH:20][CH3:21])[CH:14]=3)[CH:10]=[N:9][N:8]2[CH:23]=1.C1C(=O)N([Br:32])C(=O)C1. (4) Given the product [C:14]([N:9]1[CH2:10][CH2:11][CH2:12][C:7]([C:1]2[CH:2]=[CH:3][CH:4]=[CH:5][CH:6]=2)=[N:8]1)(=[O:21])[C:15]1[CH:20]=[CH:19][CH:18]=[N:17][CH:16]=1, predict the reactants needed to synthesize it. The reactants are: [C:1]1([C:7]2[CH2:12][CH2:11][CH2:10][NH:9][N:8]=2)[CH:6]=[CH:5][CH:4]=[CH:3][CH:2]=1.Cl.[C:14](Cl)(=[O:21])[C:15]1[CH:20]=[CH:19][CH:18]=[N:17][CH:16]=1.C(N(CC)CC)C. (5) Given the product [C:1]([C:3]1[C:24]([O:25][CH3:26])=[CH:23][C:6]2[C:7]3[N:12]([CH:13]([CH2:15][CH3:16])[CH2:14][C:5]=2[CH:4]=1)[CH:11]=[C:10]([C:17]([OH:19])=[O:18])[C:9](=[O:22])[CH:8]=3)#[N:2], predict the reactants needed to synthesize it. The reactants are: [C:1]([C:3]1[C:24]([O:25][CH3:26])=[CH:23][C:6]2[C:7]3[N:12]([CH:13]([CH2:15][CH3:16])[CH2:14][C:5]=2[CH:4]=1)[CH:11]=[C:10]([C:17]([O:19]CC)=[O:18])[C:9](=[O:22])[CH:8]=3)#[N:2].[Li+].[OH-].Cl. (6) Given the product [OH:28][CH2:15][CH2:14][CH2:13][C:2]([CH3:16])([CH3:1])[C:3]([O:5][CH2:6][C:7]1[CH:12]=[CH:11][CH:10]=[CH:9][CH:8]=1)=[O:4], predict the reactants needed to synthesize it. The reactants are: [CH3:1][C:2]([CH3:16])([CH2:13][CH:14]=[CH2:15])[C:3]([O:5][CH2:6][C:7]1[CH:12]=[CH:11][CH:10]=[CH:9][CH:8]=1)=[O:4].B1C2CCCC1CCC2.C([O-])(=[O:28])C.[Na+].OO. (7) Given the product [CH2:19]([O:20][CH:21]1[C@@H:25]2[CH:26]=[N:27][C:28]3[CH:35]=[CH:34][C:33]([O:36][CH3:37])=[CH:32][C:29]=3[C:30](=[O:31])[N:24]2[CH2:23][CH2:22]1)[CH2:18][CH2:17][CH2:16][CH2:15][CH2:14][CH2:13][CH2:12][CH2:11][CH2:10][CH2:9][CH2:8][O:52][CH:53]1[C@@H:57]2[CH:58]=[N:59][C:60]3[CH:67]=[CH:66][C:65]([O:68][CH3:69])=[CH:64][C:61]=3[C:62](=[O:63])[N:56]2[CH2:55][CH2:54]1, predict the reactants needed to synthesize it. The reactants are: C(O)(C(F)(F)F)=O.[CH2:8]([O:52][CH:53]1[C@H:57]2[C@H:58](OC3CCCCO3)[N:59](C(OC(C)(C)C)=O)[C:60]3[CH:67]=[CH:66][C:65]([O:68][CH3:69])=[CH:64][C:61]=3[C:62](=[O:63])[N:56]2[CH2:55][CH2:54]1)[CH2:9][CH2:10][CH2:11][CH2:12][CH2:13][CH2:14][CH2:15][CH2:16][CH2:17][CH2:18][CH2:19][O:20][CH:21]1[C@H:25]2[C@H:26](OC3CCCCO3)[N:27](C(OC(C)(C)C)=O)[C:28]3[CH:35]=[CH:34][C:33]([O:36][CH3:37])=[CH:32][C:29]=3[C:30](=[O:31])[N:24]2[CH2:23][CH2:22]1.C([O-])(O)=O.[Na+]. (8) Given the product [Br:1][C:2]1[CH:27]=[CH:26][C:5]([O:6][C:7]2[CH:12]=[CH:11][CH:10]=[CH:9][C:8]=2[NH:13][S:14]([C:17]2[CH:25]=[CH:24][C:20]([C:21]([NH:38][CH2:37][CH2:36][CH2:35][N:29]3[CH2:34][CH2:33][CH2:32][CH2:31][CH2:30]3)=[O:22])=[CH:19][CH:18]=2)(=[O:15])=[O:16])=[C:4]([Cl:28])[CH:3]=1, predict the reactants needed to synthesize it. The reactants are: [Br:1][C:2]1[CH:27]=[CH:26][C:5]([O:6][C:7]2[CH:12]=[CH:11][CH:10]=[CH:9][C:8]=2[NH:13][S:14]([C:17]2[CH:25]=[CH:24][C:20]([C:21](O)=[O:22])=[CH:19][CH:18]=2)(=[O:16])=[O:15])=[C:4]([Cl:28])[CH:3]=1.[N:29]1([CH2:35][CH2:36][CH2:37][NH2:38])[CH2:34][CH2:33][CH2:32][CH2:31][CH2:30]1.